Dataset: Full USPTO retrosynthesis dataset with 1.9M reactions from patents (1976-2016). Task: Predict the reactants needed to synthesize the given product. (1) The reactants are: [CH3:1][O:2][C:3]1[C:4]([C:14]#[C:15][C:16]2[CH:21]=[CH:20][CH:19]=[CH:18][CH:17]=2)=[C:5]2[C:10](=[CH:11][CH:12]=1)[C:9](=[O:13])[CH2:8][CH2:7][CH2:6]2. Given the product [CH3:1][O:2][C:3]1[C:4]([CH2:14][CH2:15][C:16]2[CH:17]=[CH:18][CH:19]=[CH:20][CH:21]=2)=[C:5]2[C:10](=[CH:11][CH:12]=1)[C:9](=[O:13])[CH2:8][CH2:7][CH2:6]2, predict the reactants needed to synthesize it. (2) Given the product [Cl:10][CH2:11][CH:12]1[O:15][C:3]2=[CH:4][S:5][CH:6]=[C:7]2[O:14][CH2:13]1, predict the reactants needed to synthesize it. The reactants are: CO[C:3]1[CH:7]=[CH:6][S:5][C:4]=1OC.[Cl:10][CH2:11][CH:12]([OH:15])[CH2:13][OH:14].C1(C)C(S(O)(=O)=O)=CC=CC=1. (3) The reactants are: [F:1][C:2]([F:41])([F:40])[C:3]1[CH:4]=[C:5]([CH:33]=[C:34]([C:36]([F:39])([F:38])[F:37])[CH:35]=1)[C:6]([N:8]1[CH2:13][CH2:12][CH:11]([N:14]2[CH2:19][CH2:18][N:17]([C:20](=O)[C:21](F)(F)F)[CH2:16][CH2:15]2)[CH:10]([C:26]2[CH:31]=[CH:30][C:29]([Cl:32])=[CH:28][CH:27]=2)[CH2:9]1)=[O:7].[CH:42]1(CBr)C[CH2:43]1. Given the product [F:38][C:36]([F:39])([F:37])[C:34]1[CH:33]=[C:5]([C:6]([N:8]2[CH2:13][CH2:12][CH:11]([N:14]3[CH2:15][CH2:16][N:17]([CH2:20][CH:21]4[CH2:43][CH2:42]4)[CH2:18][CH2:19]3)[CH:10]([C:26]3[CH:27]=[CH:28][C:29]([Cl:32])=[CH:30][CH:31]=3)[CH2:9]2)=[O:7])[CH:4]=[C:3]([C:2]([F:41])([F:1])[F:40])[CH:35]=1, predict the reactants needed to synthesize it. (4) Given the product [OH:1][CH:2]([C:13]1[CH:14]=[CH:15][CH:16]=[CH:17][CH:18]=1)[C:3]1[CH:4]=[CH:5][C:6]([C:7]([OH:9])=[O:8])=[CH:11][CH:12]=1, predict the reactants needed to synthesize it. The reactants are: [OH:1][CH:2]([C:13]1[CH:18]=[CH:17][CH:16]=[CH:15][CH:14]=1)[C:3]1[CH:12]=[CH:11][C:6]([C:7]([O:9]C)=[O:8])=[CH:5][CH:4]=1.CO.[OH-].[K+].Cl. (5) Given the product [C:1]1([C:18]2[CH:19]=[CH:20][CH:21]=[CH:22][CH:23]=2)[CH:2]=[CH:3][C:4]([CH2:7][N:8]([C:9]2[CH:14]=[CH:13][C:12]([CH:15]([CH3:17])[CH3:16])=[CH:11][CH:10]=2)[C:37]([NH:36][C:28]2[C:27]([CH:24]([CH3:25])[CH3:26])=[CH:32][CH:31]=[CH:30][C:29]=2[CH:33]([CH3:35])[CH3:34])=[O:38])=[CH:5][CH:6]=1, predict the reactants needed to synthesize it. The reactants are: [C:1]1([C:18]2[CH:23]=[CH:22][CH:21]=[CH:20][CH:19]=2)[CH:6]=[CH:5][C:4]([CH2:7][NH:8][C:9]2[CH:14]=[CH:13][C:12]([CH:15]([CH3:17])[CH3:16])=[CH:11][CH:10]=2)=[CH:3][CH:2]=1.[CH:24]([C:27]1[CH:32]=[CH:31][CH:30]=[C:29]([CH:33]([CH3:35])[CH3:34])[C:28]=1[N:36]=[C:37]=[O:38])([CH3:26])[CH3:25].